Dataset: Full USPTO retrosynthesis dataset with 1.9M reactions from patents (1976-2016). Task: Predict the reactants needed to synthesize the given product. (1) Given the product [NH2:12][C:13]1[N:14]=[C:15]([N:24]2[CH2:25][CH2:26][N:27]([C:30](=[O:40])[CH2:31][O:32][C:33]3[CH:38]=[CH:37][C:36]([Cl:39])=[CH:35][CH:34]=3)[CH2:28][CH2:29]2)[C:16]2[N:22]=[C:21]([C:6]3[CH:7]=[CH:8][C:3]([O:2][CH3:1])=[N:4][CH:5]=3)[CH:20]=[CH:19][C:17]=2[N:18]=1, predict the reactants needed to synthesize it. The reactants are: [CH3:1][O:2][C:3]1[CH:8]=[CH:7][C:6](B(O)O)=[CH:5][N:4]=1.[NH2:12][C:13]1[N:14]=[C:15]([N:24]2[CH2:29][CH2:28][N:27]([C:30](=[O:40])[CH2:31][O:32][C:33]3[CH:38]=[CH:37][C:36]([Cl:39])=[CH:35][CH:34]=3)[CH2:26][CH2:25]2)[C:16]2[N:22]=[C:21](Cl)[CH:20]=[CH:19][C:17]=2[N:18]=1. (2) Given the product [C:22]([C:25]1[CH:29]=[C:28]([C:30]([NH:1][C@@H:2]([CH3:21])[CH2:3][N:4]2[CH:8]=[CH:7][C:6]([C:9]3[CH:16]=[CH:15][C:12]([C:13]#[N:14])=[C:11]([C:17]([F:20])([F:19])[F:18])[CH:10]=3)=[N:5]2)=[O:31])[NH:27][N:26]=1)(=[O:24])[CH3:23], predict the reactants needed to synthesize it. The reactants are: [NH2:1][C@@H:2]([CH3:21])[CH2:3][N:4]1[CH:8]=[CH:7][C:6]([C:9]2[CH:16]=[CH:15][C:12]([C:13]#[N:14])=[C:11]([C:17]([F:20])([F:19])[F:18])[CH:10]=2)=[N:5]1.[C:22]([C:25]1[CH:29]=[C:28]([C:30](O)=[O:31])[NH:27][N:26]=1)(=[O:24])[CH3:23]. (3) Given the product [CH3:13][S:12][C:9]1[N:10]=[CH:11][C:6]2[CH:5]=[CH:4][N:3]=[C:2]([NH:19][CH2:14][C:15]([CH3:18])([CH3:17])[CH3:16])[C:7]=2[N:8]=1, predict the reactants needed to synthesize it. The reactants are: Cl[C:2]1[C:7]2[N:8]=[C:9]([S:12][CH3:13])[N:10]=[CH:11][C:6]=2[CH:5]=[CH:4][N:3]=1.[CH2:14]([NH2:19])[C:15]([CH3:18])([CH3:17])[CH3:16]. (4) Given the product [Br:1][C:2]1[CH:3]=[C:4]([C:5]2[N:15]3[C:10]([CH:11]=[N:12][C:13]([NH:16][C:17]4[CH:22]=[C:21]([O:23][CH3:24])[C:20]([O:25][CH3:26])=[C:19]([O:27][CH3:28])[CH:18]=4)=[N:14]3)=[C:8]([CH3:9])[N:7]=2)[CH:29]=[CH:30][CH:31]=1, predict the reactants needed to synthesize it. The reactants are: [Br:1][C:2]1[CH:3]=[C:4]([CH:29]=[CH:30][CH:31]=1)[C:5]([NH:7][CH:8]([C:10]1[N:15]=[N:14][C:13]([NH:16][C:17]2[CH:22]=[C:21]([O:23][CH3:24])[C:20]([O:25][CH3:26])=[C:19]([O:27][CH3:28])[CH:18]=2)=[N:12][CH:11]=1)[CH3:9])=O.N1C=NC=N1.P(Cl)(Cl)(Cl)=O.